The task is: Predict the reactants needed to synthesize the given product.. This data is from Full USPTO retrosynthesis dataset with 1.9M reactions from patents (1976-2016). Given the product [CH2:17]([O:27][CH2:13][C@H:12]([OH:11])[CH2:14][C:2]#[C:1][CH:3]1[CH2:4][CH2:5][N:6]([C:9]([O:11][C:12]([CH3:15])([CH3:14])[CH3:13])=[O:10])[CH2:7][CH2:8]1)[C:18]1[CH:3]=[CH:1][CH:2]=[CH:20][CH:19]=1, predict the reactants needed to synthesize it. The reactants are: [C:1]([CH:3]1[CH2:8][CH2:7][N:6]([C:9]([O:11][C:12]([CH3:15])([CH3:14])[CH3:13])=[O:10])[CH2:5][CH2:4]1)#[CH:2].[Li][CH2:17][CH2:18][CH2:19][CH3:20].B(F)(F)F.[NH4+].[Cl-].[OH2:27].